From a dataset of NCI-60 drug combinations with 297,098 pairs across 59 cell lines. Regression. Given two drug SMILES strings and cell line genomic features, predict the synergy score measuring deviation from expected non-interaction effect. (1) Drug 1: CC1OCC2C(O1)C(C(C(O2)OC3C4COC(=O)C4C(C5=CC6=C(C=C35)OCO6)C7=CC(=C(C(=C7)OC)O)OC)O)O. Drug 2: C1=NC2=C(N1)C(=S)N=CN2. Cell line: SW-620. Synergy scores: CSS=35.9, Synergy_ZIP=-4.16, Synergy_Bliss=-4.91, Synergy_Loewe=-6.30, Synergy_HSA=-1.69. (2) Drug 1: CC12CCC(CC1=CCC3C2CCC4(C3CC=C4C5=CN=CC=C5)C)O. Drug 2: C1=NC2=C(N=C(N=C2N1C3C(C(C(O3)CO)O)F)Cl)N. Cell line: HCT116. Synergy scores: CSS=25.9, Synergy_ZIP=-6.41, Synergy_Bliss=-9.22, Synergy_Loewe=-32.1, Synergy_HSA=-8.46. (3) Drug 1: CCC1(CC2CC(C3=C(CCN(C2)C1)C4=CC=CC=C4N3)(C5=C(C=C6C(=C5)C78CCN9C7C(C=CC9)(C(C(C8N6C=O)(C(=O)OC)O)OC(=O)C)CC)OC)C(=O)OC)O.OS(=O)(=O)O. Drug 2: CC12CCC3C(C1CCC2OP(=O)(O)O)CCC4=C3C=CC(=C4)OC(=O)N(CCCl)CCCl.[Na+]. Cell line: SF-539. Synergy scores: CSS=7.94, Synergy_ZIP=6.79, Synergy_Bliss=10.8, Synergy_Loewe=8.74, Synergy_HSA=8.22. (4) Drug 1: C1CN1P(=S)(N2CC2)N3CC3. Drug 2: CN(CCCl)CCCl.Cl. Cell line: OVCAR-8. Synergy scores: CSS=9.87, Synergy_ZIP=-5.94, Synergy_Bliss=-4.06, Synergy_Loewe=-3.55, Synergy_HSA=-1.73. (5) Drug 1: C1C(C(OC1N2C=C(C(=O)NC2=O)F)CO)O. Drug 2: CS(=O)(=O)OCCCCOS(=O)(=O)C. Cell line: LOX IMVI. Synergy scores: CSS=21.5, Synergy_ZIP=-1.89, Synergy_Bliss=2.26, Synergy_Loewe=-14.1, Synergy_HSA=1.85.